Dataset: Reaction yield outcomes from USPTO patents with 853,638 reactions. Task: Predict the reaction yield, written as a fraction of the theoretical maximum amount of product (1.0 means a 100% yield; for example, 0.34 means a 34% yield). The reactants are [CH3:1][C:2]1([O:5][CH2:4]1)[CH3:3].[Cl-].[NH4+].[C:8]1([CH3:14])[CH:13]=[CH:12][CH:11]=[CH:10][CH:9]=1. The catalyst is [Cu]I. The product is [CH3:1][C:2]([OH:5])([CH2:4][CH2:14][C:8]1[CH:13]=[CH:12][CH:11]=[CH:10][CH:9]=1)[CH3:3]. The yield is 0.740.